Dataset: Peptide-MHC class II binding affinity with 134,281 pairs from IEDB. Task: Regression. Given a peptide amino acid sequence and an MHC pseudo amino acid sequence, predict their binding affinity value. This is MHC class II binding data. The peptide sequence is MAVHQYTVALFLAVA. The MHC is HLA-DQA10401-DQB10402 with pseudo-sequence HLA-DQA10401-DQB10402. The binding affinity (normalized) is 0.172.